Dataset: Full USPTO retrosynthesis dataset with 1.9M reactions from patents (1976-2016). Task: Predict the reactants needed to synthesize the given product. (1) Given the product [CH3:25][N:2]([CH3:1])[C:3]1[CH:8]=[CH:7][C:6]([CH2:9][CH2:10][O:11][C:12]2[CH:13]=[CH:14][C:15]([C:16]3[O:21][C:20](=[O:22])/[C:19](=[CH:33]/[C:32]4[CH:35]=[CH:36][C:29]([O:28][C:27]([F:26])([F:37])[F:38])=[CH:30][CH:31]=4)/[N:18]=3)=[CH:23][CH:24]=2)=[CH:5][CH:4]=1, predict the reactants needed to synthesize it. The reactants are: [CH3:1][N:2]([CH3:25])[C:3]1[CH:8]=[CH:7][C:6]([CH2:9][CH2:10][O:11][C:12]2[CH:24]=[CH:23][C:15]([C:16]([NH:18][CH2:19][C:20]([OH:22])=[O:21])=O)=[CH:14][CH:13]=2)=[CH:5][CH:4]=1.[F:26][C:27]([F:38])([F:37])[O:28][C:29]1[CH:36]=[CH:35][C:32]([CH:33]=O)=[CH:31][CH:30]=1.C([O-])(=O)C.[Na+].C(OC(=O)C)(=O)C.C(=O)([O-])O.[Na+]. (2) Given the product [S:1]1[CH:5]=[CH:4][CH:3]=[C:2]1[CH2:6][N:7]1[CH2:14][CH2:13][NH:12][CH2:11][CH2:10]1, predict the reactants needed to synthesize it. The reactants are: [S:1]1[CH:5]=[CH:4][CH:3]=[C:2]1[CH2:6][NH2:7].Cl.Cl[CH2:10][CH2:11][NH:12][CH2:13][CH2:14]Cl.C([O-])([O-])=O.[K+].[K+].